Dataset: Merck oncology drug combination screen with 23,052 pairs across 39 cell lines. Task: Regression. Given two drug SMILES strings and cell line genomic features, predict the synergy score measuring deviation from expected non-interaction effect. (1) Drug 2: O=C(O)C1(Cc2cccc(Nc3nccs3)n2)CCC(Oc2cccc(Cl)c2F)CC1. Drug 1: COc1cc(C2c3cc4c(cc3C(OC3OC5COC(C)OC5C(O)C3O)C3COC(=O)C23)OCO4)cc(OC)c1O. Cell line: LOVO. Synergy scores: synergy=2.76. (2) Synergy scores: synergy=-48.2. Drug 2: CC1(c2nc3c(C(N)=O)cccc3[nH]2)CCCN1. Cell line: ZR751. Drug 1: Cn1nnc2c(C(N)=O)ncn2c1=O. (3) Drug 1: Cn1nnc2c(C(N)=O)ncn2c1=O. Drug 2: O=C(O)C1(Cc2cccc(Nc3nccs3)n2)CCC(Oc2cccc(Cl)c2F)CC1. Cell line: UACC62. Synergy scores: synergy=-2.89. (4) Drug 1: N#Cc1ccc(Cn2cncc2CN2CCN(c3cccc(Cl)c3)C(=O)C2)cc1. Drug 2: CCN(CC)CCNC(=O)c1c(C)[nH]c(C=C2C(=O)Nc3ccc(F)cc32)c1C. Cell line: EFM192B. Synergy scores: synergy=3.15.